From a dataset of Full USPTO retrosynthesis dataset with 1.9M reactions from patents (1976-2016). Predict the reactants needed to synthesize the given product. (1) Given the product [Cl:1][C:2]1[CH:10]=[CH:9][CH:8]=[C:7]2[C:3]=1[C:4]1([C:16]3=[CH:17][C:18]4[O:22][CH2:21][O:20][C:19]=4[CH:23]=[C:24]3[O:25][CH2:14]1)[C:5](=[O:13])[NH:6]2, predict the reactants needed to synthesize it. The reactants are: [Cl:1][C:2]1[CH:10]=[CH:9][CH:8]=[C:7]2[C:3]=1[C:4]([C:16]1[C:24]([OH:25])=[CH:23][C:19]3[O:20][CH2:21][O:22][C:18]=3[CH:17]=1)([CH2:14]O)[C:5](=[O:13])[N:6]2CO.C(P(CCCC)CCCC)CCC.N(C(OC(C)(C)C)=O)=NC(OC(C)(C)C)=O.[OH-].[NH4+]. (2) Given the product [N:25]1[C:24]2[NH:28][CH:29]=[CH:30][C:23]=2[C:22]([C:20]2[CH:19]=[N:18][N:17]([C:4]3([CH2:3][C:1]#[N:2])[CH2:5][CH2:6][NH:7][CH2:8][CH2:9]3)[CH:21]=2)=[N:27][CH:26]=1, predict the reactants needed to synthesize it. The reactants are: [C:1]([CH2:3][C:4]1([N:17]2[CH:21]=[C:20]([C:22]3[C:23]4[CH:30]=[CH:29][N:28](COCC[Si](C)(C)C)[C:24]=4[N:25]=[CH:26][N:27]=3)[CH:19]=[N:18]2)[CH2:9][CH2:8][N:7](C(OC(C)(C)C)=O)[CH2:6][CH2:5]1)#[N:2].C(O)(C(F)(F)F)=O. (3) Given the product [CH3:50][O:49][C:44]1[CH:45]=[C:46]2[C:41]([CH:40]=[C:39]([C:2]3[CH:7]=[CH:6][CH:5]=[CH:4][C:3]=3[N+:8]([O-:10])=[O:9])[CH2:48][CH2:47]2)=[CH:42][CH:43]=1, predict the reactants needed to synthesize it. The reactants are: Br[C:2]1[CH:7]=[CH:6][CH:5]=[CH:4][C:3]=1[N+:8]([O-:10])=[O:9].C([Sn](CCCC)(CCCC)C1C=CC=CC=1[N+]([O-])=O)CCC.FC(F)(F)S(O[C:39]1[CH2:48][CH2:47][C:46]2[C:41](=[CH:42][CH:43]=[C:44]([O:49][CH3:50])[CH:45]=2)[CH:40]=1)(=O)=O. (4) Given the product [Cl:11][C:12]1[CH:17]=[CH:16][C:15]([S:18]([NH:8][C:5]2[C:4]([O:9][CH3:10])=[N:3][C:2]([Cl:1])=[CH:7][N:6]=2)(=[O:20])=[O:19])=[CH:14][CH:13]=1, predict the reactants needed to synthesize it. The reactants are: [Cl:1][C:2]1[N:3]=[C:4]([O:9][CH3:10])[C:5]([NH2:8])=[N:6][CH:7]=1.[Cl:11][C:12]1[CH:17]=[CH:16][C:15]([S:18](Cl)(=[O:20])=[O:19])=[CH:14][CH:13]=1. (5) Given the product [F:1][C:2]1[CH:7]=[CH:6][C:5]([CH2:8][C:9]2[CH:18]=[C:17]3[C:12]([C:13]([OH:26])=[C:14]([C:21]([NH:33][CH2:34][CH2:35][P:36](=[O:43])([O:37][CH2:38][CH3:39])[O:40][CH2:41][CH3:42])=[O:22])[C:15](=[O:20])[N:16]3[CH3:19])=[N:11][CH:10]=2)=[CH:4][CH:3]=1, predict the reactants needed to synthesize it. The reactants are: [F:1][C:2]1[CH:7]=[CH:6][C:5]([CH2:8][C:9]2[CH:18]=[C:17]3[C:12]([C:13]([OH:26])=[C:14]([C:21](OCC)=[O:22])[C:15](=[O:20])[N:16]3[CH3:19])=[N:11][CH:10]=2)=[CH:4][CH:3]=1.C(O)(=O)C(O)=O.[NH2:33][CH2:34][CH2:35][P:36](=[O:43])([O:40][CH2:41][CH3:42])[O:37][CH2:38][CH3:39]. (6) Given the product [O:33]1[C:32]2[CH:31]=[CH:30][CH:29]=[C:28]([NH:27][C:8]3[CH:7]=[CH:6][C:5]4[C:10](=[CH:11][CH:12]=[CH:13][C:4]=4[NH:1][S:23]([C:18]4[CH:17]=[C:16]([F:15])[CH:21]=[C:20]([F:22])[CH:19]=4)(=[O:25])=[O:24])[N:9]=3)[C:37]=2[O:36][CH2:35][CH2:34]1, predict the reactants needed to synthesize it. The reactants are: [N+:1]([C:4]1[CH:13]=[CH:12][CH:11]=[C:10]2[C:5]=1[CH:6]=[CH:7][C:8](Cl)=[N:9]2)([O-])=O.[F:15][C:16]1[CH:17]=[C:18]([S:23](Cl)(=[O:25])=[O:24])[CH:19]=[C:20]([F:22])[CH:21]=1.[NH2:27][C:28]1[C:37]2[O:36][CH2:35][CH2:34][O:33][C:32]=2[CH:31]=[CH:30][CH:29]=1. (7) Given the product [C:12]([O:16][C:17](=[O:40])[NH:18][CH2:19][CH2:20][CH2:21][N:22]1[C:34]2[C:33]3[CH:32]=[CH:31][CH:30]=[CH:29][C:28]=3[N:27]=[C:26]([NH2:42])[C:25]=2[N:24]=[C:23]1[CH2:36][CH2:37][CH2:38][CH3:39])([CH3:15])([CH3:14])[CH3:13], predict the reactants needed to synthesize it. The reactants are: C1(C)C=CC(S(Cl)(=O)=O)=CC=1.[C:12]([O:16][C:17](=[O:40])[NH:18][CH2:19][CH2:20][CH2:21][N:22]1[C:34]2[C:33]3[CH:32]=[CH:31][CH:30]=[CH:29][C:28]=3[N+:27]([O-])=[CH:26][C:25]=2[N:24]=[C:23]1[CH2:36][CH2:37][CH2:38][CH3:39])([CH3:15])([CH3:14])[CH3:13].[OH-].[NH4+:42]. (8) Given the product [CH2:22]([O:21][C:19](=[O:20])[NH:11][CH2:10][CH:8]1[CH2:7][C:6]2[CH:12]=[C:2]([Cl:1])[CH:3]=[C:4]([C:13]3[CH:17]=[CH:16][S:15][CH:14]=3)[C:5]=2[O:9]1)[C:23]1[CH:28]=[CH:27][CH:26]=[CH:25][CH:24]=1, predict the reactants needed to synthesize it. The reactants are: [Cl:1][C:2]1[CH:3]=[C:4]([C:13]2[CH:17]=[CH:16][S:15][CH:14]=2)[C:5]2[O:9][CH:8]([CH2:10][NH2:11])[CH2:7][C:6]=2[CH:12]=1.Cl[C:19]([O:21][CH2:22][C:23]1[CH:28]=[CH:27][CH:26]=[CH:25][CH:24]=1)=[O:20].C(N(C(C)C)CC)(C)C.C(OC(=O)NCC1CC2C=CC=C(C3CCCC3)C=2O1)C1C=CC=CC=1. (9) Given the product [CH3:4][CH:3]([CH3:5])[CH2:2][CH2:1][NH:6][C:23]([C@H:19]1[CH2:20][CH2:21][CH2:22][N:17]([S:14]([C:9]2[CH:10]=[CH:11][CH:12]=[CH:13][C:8]=2[Cl:7])(=[O:16])=[O:15])[CH2:18]1)=[O:24], predict the reactants needed to synthesize it. The reactants are: [CH2:1]([NH2:6])[CH2:2][CH:3]([CH3:5])[CH3:4].[Cl:7][C:8]1[CH:13]=[CH:12][CH:11]=[CH:10][C:9]=1[S:14]([N:17]1[CH2:22][CH2:21][CH2:20][C@H:19]([C:23](O)=[O:24])[CH2:18]1)(=[O:16])=[O:15].O.ON1C2C=CC=CC=2N=N1.Cl.CN(C)CCCN=C=NCC. (10) The reactants are: [H-].[Na+].[F:3][C:4]1[CH:9]=[CH:8][C:7]([OH:10])=[CH:6][CH:5]=1.[C:11]([O:15][C:16]([N:18]1[CH2:22][CH2:21][CH:20](OS(C)(=O)=O)[CH2:19]1)=[O:17])([CH3:14])([CH3:13])[CH3:12].O. Given the product [C:11]([O:15][C:16]([N:18]1[CH2:22][CH2:21][CH:20]([O:10][C:7]2[CH:8]=[CH:9][C:4]([F:3])=[CH:5][CH:6]=2)[CH2:19]1)=[O:17])([CH3:14])([CH3:12])[CH3:13], predict the reactants needed to synthesize it.